This data is from Full USPTO retrosynthesis dataset with 1.9M reactions from patents (1976-2016). The task is: Predict the reactants needed to synthesize the given product. (1) Given the product [Cl:16][C:17]1[CH:18]=[C:19]([CH:22]=[CH:23][C:24]=1[Cl:25])[CH2:20][NH:21][C:11]([C:10]1[CH:9]=[CH:8][C:7]([C:1]2[CH:2]=[CH:3][CH:4]=[CH:5][CH:6]=2)=[CH:15][CH:14]=1)=[O:13], predict the reactants needed to synthesize it. The reactants are: [C:1]1([C:7]2[CH:15]=[CH:14][C:10]([C:11]([OH:13])=O)=[CH:9][CH:8]=2)[CH:6]=[CH:5][CH:4]=[CH:3][CH:2]=1.[Cl:16][C:17]1[CH:18]=[C:19]([CH:22]=[CH:23][C:24]=1[Cl:25])[CH2:20][NH2:21]. (2) Given the product [CH3:1][O:2][C:3](=[O:28])[CH:4]([N:13]1[C:17]([CH2:18][CH2:19][OH:20])=[CH:16][N:15]=[CH:14]1)[C:5]1[CH:10]=[CH:9][CH:8]=[CH:7][C:6]=1[O:11][CH3:12], predict the reactants needed to synthesize it. The reactants are: [CH3:1][O:2][C:3](=[O:28])[CH:4]([N:13]1[C:17]([CH2:18][CH2:19][O:20][Si](C(C)(C)C)(C)C)=[CH:16][N:15]=[CH:14]1)[C:5]1[CH:10]=[CH:9][CH:8]=[CH:7][C:6]=1[O:11][CH3:12].Cl.O1CCOCC1. (3) Given the product [CH3:1][O:2][C:3](=[O:31])[CH:4]([C:17]1[CH:22]=[C:21]([C:23]([F:26])([F:25])[F:24])[CH:20]=[C:19]([C:27]([F:30])([F:29])[F:28])[CH:18]=1)[N:5]1[C:14]2[C:9](=[CH:10][C:52]([Cl:54])=[C:12]([Cl:51])[CH:13]=2)[NH:8][CH:7]([CH2:15][CH3:16])[CH2:6]1, predict the reactants needed to synthesize it. The reactants are: [CH3:1][O:2][C:3](=[O:31])[CH:4]([C:17]1[CH:22]=[C:21]([C:23]([F:26])([F:25])[F:24])[CH:20]=[C:19]([C:27]([F:30])([F:29])[F:28])[CH:18]=1)[N:5]1[C:14]2[C:9](=[CH:10]C=[CH:12][CH:13]=2)[NH:8][CH:7]([CH2:15][CH3:16])[CH2:6]1.C(C1C=NC2C(=CC=CC=2)N=1)C.C1C(=O)N([Cl:51])C(=O)C1.[CH2:52]([Cl:54])Cl. (4) Given the product [F:1][C:2]1[CH:37]=[C:36]([NH:38][C:39]([NH:41][C:42](=[O:51])[CH2:43][C:44]2[CH:45]=[CH:46][C:47]([F:50])=[CH:48][CH:49]=2)=[S:40])[CH:35]=[CH:34][C:3]=1[O:4][C:5]1[CH:10]=[CH:9][N:8]=[C:7]2[CH:11]=[C:12]([C:14]3[CH:15]=[CH:16][C:17]([CH2:20][CH2:21][NH:22][CH2:30][CH2:31][O:32][CH3:33])=[CH:18][N:19]=3)[S:13][C:6]=12, predict the reactants needed to synthesize it. The reactants are: [F:1][C:2]1[CH:37]=[C:36]([NH:38][C:39]([NH:41][C:42](=[O:51])[CH2:43][C:44]2[CH:49]=[CH:48][C:47]([F:50])=[CH:46][CH:45]=2)=[S:40])[CH:35]=[CH:34][C:3]=1[O:4][C:5]1[CH:10]=[CH:9][N:8]=[C:7]2[CH:11]=[C:12]([C:14]3[N:19]=[CH:18][C:17]([CH2:20][CH2:21][N:22]([CH2:30][CH2:31][O:32][CH3:33])C(=O)OC(C)(C)C)=[CH:16][CH:15]=3)[S:13][C:6]=12.Cl. (5) Given the product [CH:2]1([C:5]2[CH:10]=[C:9]([CH:11]=[O:12])[CH:8]=[C:7]([OH:13])[C:6]=2[C:17]2[CH:18]=[CH:19][C:20]([F:23])=[CH:21][CH:22]=2)[CH2:3][CH2:4]1, predict the reactants needed to synthesize it. The reactants are: Cl.[CH:2]1([C:5]2[CH:10]=[C:9]([CH:11]=[O:12])[CH:8]=[C:7]([O:13]COC)[C:6]=2[C:17]2[CH:22]=[CH:21][C:20]([F:23])=[CH:19][CH:18]=2)[CH2:4][CH2:3]1.